Predict the product of the given reaction. From a dataset of Forward reaction prediction with 1.9M reactions from USPTO patents (1976-2016). (1) Given the reactants [NH2:1][CH2:2][CH:3]([C:5]1[N:10]=[C:9]2[CH2:11][O:12]C(C3C=CC=CC=3)[O:14][C:8]2=[CH:7][CH:6]=1)[OH:4].Br[CH2:22][CH2:23][CH2:24][CH2:25][CH2:26][CH2:27][O:28][CH2:29][CH2:30][O:31][CH2:32][C:33]1[C:38]([Cl:39])=[CH:37][CH:36]=[CH:35][C:34]=1[Cl:40], predict the reaction product. The product is: [Cl:39][C:38]1[CH:37]=[CH:36][CH:35]=[C:34]([Cl:40])[C:33]=1[CH2:32][O:31][CH2:30][CH2:29][O:28][CH2:27][CH2:26][CH2:25][CH2:24][CH2:23][CH2:22][NH:1][CH2:2][CH:3]([C:5]1[N:10]=[C:9]([CH2:11][OH:12])[C:8]([OH:14])=[CH:7][CH:6]=1)[OH:4]. (2) Given the reactants [Br:1][C:2]1[CH:3]=[N:4][C:5]2[N:6]([N:8]=[C:9]([C:11]([OH:13])=O)[CH:10]=2)[CH:7]=1.[CH3:14][CH:15]1[C:24]2[C:19](=[CH:20][CH:21]=[C:22]([C:25]3[O:26][C:27]([CH3:30])=[CH:28][CH:29]=3)[CH:23]=2)[CH2:18][CH2:17][NH:16]1, predict the reaction product. The product is: [Br:1][C:2]1[CH:3]=[N:4][C:5]2[N:6]([N:8]=[C:9]([C:11]([N:16]3[CH2:17][CH2:18][C:19]4[C:24](=[CH:23][C:22]([C:25]5[O:26][C:27]([CH3:30])=[CH:28][CH:29]=5)=[CH:21][CH:20]=4)[CH:15]3[CH3:14])=[O:13])[CH:10]=2)[CH:7]=1. (3) Given the reactants [CH3:1][C:2]1[CH:7]=[C:6]([CH3:8])[N:5]=[C:4]([N:9]2[CH2:16][CH:15]3[CH:11]([CH2:12][NH:13][CH2:14]3)[CH2:10]2)[N:3]=1.CC(O)=O.[CH3:21][O:22][C:23]1[CH:24]=[CH:25][C:26]([N:32]2[N:36]=[CH:35][CH:34]=[N:33]2)=[C:27]([CH:31]=1)[C:28](O)=[O:29], predict the reaction product. The product is: [CH3:1][C:2]1[CH:7]=[C:6]([CH3:8])[N:5]=[C:4]([N:9]2[CH2:16][CH:15]3[CH2:14][N:13]([C:28]([C:27]4[CH:31]=[C:23]([O:22][CH3:21])[CH:24]=[CH:25][C:26]=4[N:32]4[N:36]=[CH:35][CH:34]=[N:33]4)=[O:29])[CH2:12][CH:11]3[CH2:10]2)[N:3]=1. (4) Given the reactants N1C(CC2N3C=C(F)C=CC3=NC=2C2C=CC(F)=CC=2)=NC=N1.[Cl:24][C:25]1[CH:30]=[CH:29][C:28]([C:31]2[N:32]=[C:33]3[CH:38]=[CH:37][CH:36]=[CH:35][N:34]3[C:39]=2[CH2:40][C:41]2[N:45](C=C)[N:44]=[CH:43][N:42]=2)=[CH:27][CH:26]=1, predict the reaction product. The product is: [NH:45]1[C:41]([CH2:40][C:39]2[N:34]3[CH:35]=[CH:36][CH:37]=[CH:38][C:33]3=[N:32][C:31]=2[C:28]2[CH:29]=[CH:30][C:25]([Cl:24])=[CH:26][CH:27]=2)=[N:42][CH:43]=[N:44]1. (5) Given the reactants C[O:2][C:3](=[O:45])[CH2:4][C@H:5]([OH:44])[CH2:6][C@H:7]([OH:43])[CH2:8][CH2:9][C:10]1[N:11]([CH:40]([CH3:42])[CH3:41])[C:12]([C:29](=[O:39])[NH:30][C:31]2[CH:36]=[CH:35][CH:34]=[C:33]([O:37][CH3:38])[CH:32]=2)=[C:13]([C:22]2[CH:27]=[CH:26][C:25]([F:28])=[CH:24][CH:23]=2)[C:14]=1[C:15]1[CH:20]=[CH:19][C:18]([F:21])=[CH:17][CH:16]=1.C(O)C.O.[OH-].[Na+:51], predict the reaction product. The product is: [Na+:51].[F:21][C:18]1[CH:17]=[CH:16][C:15]([C:14]2[C:13]([C:22]3[CH:27]=[CH:26][C:25]([F:28])=[CH:24][CH:23]=3)=[C:12]([C:29](=[O:39])[NH:30][C:31]3[CH:36]=[CH:35][CH:34]=[C:33]([O:37][CH3:38])[CH:32]=3)[N:11]([CH:40]([CH3:42])[CH3:41])[C:10]=2[CH2:9][CH2:8][C@@H:7]([OH:43])[CH2:6][C@@H:5]([OH:44])[CH2:4][C:3]([O-:45])=[O:2])=[CH:20][CH:19]=1.